Dataset: Reaction yield outcomes from USPTO patents with 853,638 reactions. Task: Predict the reaction yield, written as a fraction of the theoretical maximum amount of product (1.0 means a 100% yield; for example, 0.34 means a 34% yield). The yield is 0.970. The product is [CH2:20]([O:19][C:17](=[O:18])[CH:16]([O:14][C:10]1[CH:11]=[CH:12][CH:13]=[C:8]([Br:7])[CH:9]=1)[CH3:22])[CH3:21]. The reactants are C(=O)([O-])[O-].[Cs+].[Cs+].[Br:7][C:8]1[CH:9]=[C:10]([OH:14])[CH:11]=[CH:12][CH:13]=1.Br[CH:16]([CH3:22])[C:17]([O:19][CH2:20][CH3:21])=[O:18]. The catalyst is CN(C=O)C.C(OCC)C.